The task is: Predict which catalyst facilitates the given reaction.. This data is from Catalyst prediction with 721,799 reactions and 888 catalyst types from USPTO. Reactant: [C:1]([C:5]1[S:9]/[C:8](=[N:10]\[C:11](=[O:23])[C:12]2[CH:17]=[C:16]([C:18]([F:21])([F:20])[F:19])[CH:15]=[CH:14][C:13]=2F)/[N:7]([CH2:24][C@H:25]2[CH2:29][CH2:28][CH2:27][O:26]2)[CH:6]=1)([CH3:4])([CH3:3])[CH3:2].Cl.[C:31]([NH:35][NH2:36])([CH3:34])([CH3:33])[CH3:32].C(=O)([O-])[O-].[K+].[K+].O. Product: [C:31]([NH:35][NH:36][C:13]1[CH:14]=[CH:15][C:16]([C:18]([F:21])([F:19])[F:20])=[CH:17][C:12]=1[C:11](/[N:10]=[C:8]1\[S:9][C:5]([C:1]([CH3:3])([CH3:2])[CH3:4])=[CH:6][N:7]\1[CH2:24][C@H:25]1[CH2:29][CH2:28][CH2:27][O:26]1)=[O:23])([CH3:34])([CH3:33])[CH3:32]. The catalyst class is: 3.